Dataset: Full USPTO retrosynthesis dataset with 1.9M reactions from patents (1976-2016). Task: Predict the reactants needed to synthesize the given product. (1) Given the product [C:1]([O:5][C:6]([N:8]1[CH2:13][CH2:12][O:11][C@H:10]([C:14](=[O:19])[C:25]2[CH:24]=[CH:23][CH:22]=[C:21]([F:20])[CH:26]=2)[CH2:9]1)=[O:7])([CH3:2])([CH3:3])[CH3:4], predict the reactants needed to synthesize it. The reactants are: [C:1]([O:5][C:6]([N:8]1[CH2:13][CH2:12][O:11][C@H:10]([C:14](=[O:19])N(OC)C)[CH2:9]1)=[O:7])([CH3:4])([CH3:3])[CH3:2].[F:20][C:21]1[CH:22]=[C:23]([Mg]Br)[CH:24]=[CH:25][CH:26]=1. (2) Given the product [C:23]([C:25]1[CH:26]=[C:27]([CH:31]=[C:32]([C:34]2([OH:38])[CH2:35][CH2:36][CH2:37]2)[CH:33]=1)[C:28]([NH:6][C:5]1[CH:7]=[CH:8][C:2]([CH3:1])=[C:3]([N:9]2[C:16]3[N:12]([N:13]=[C:14]([C:17]4[CH:18]=[N:19][CH:20]=[CH:21][CH:22]=4)[CH:15]=3)[CH:11]=[CH:10]2)[CH:4]=1)=[O:29])#[N:24], predict the reactants needed to synthesize it. The reactants are: [CH3:1][C:2]1[CH:8]=[CH:7][C:5]([NH2:6])=[CH:4][C:3]=1[N:9]1[C:16]2[N:12]([N:13]=[C:14]([C:17]3[CH:18]=[N:19][CH:20]=[CH:21][CH:22]=3)[CH:15]=2)[CH:11]=[CH:10]1.[C:23]([C:25]1[CH:26]=[C:27]([CH:31]=[C:32]([C:34]2([OH:38])[CH2:37][CH2:36][CH2:35]2)[CH:33]=1)[C:28](O)=[O:29])#[N:24]. (3) Given the product [F:1][C:2]1[CH:3]=[C:4]2[C:8](=[CH:9][C:10]=1[O:11][CH3:12])[NH:7][C:6]([C:13]1[CH:14]=[N:15][CH:16]=[CH:17][CH:18]=1)=[C:5]2[CH2:19][C:20]1[N:25]=[C:24]([C:26]([O:28][CH2:29][CH3:30])=[O:27])[CH:23]=[CH:22][CH:21]=1, predict the reactants needed to synthesize it. The reactants are: [F:1][C:2]1[CH:3]=[C:4]2[C:8](=[CH:9][C:10]=1[O:11][CH3:12])[NH:7][C:6]([C:13]1[CH:14]=[N:15][CH:16]=[CH:17][CH:18]=1)=[C:5]2[CH:19](O)[C:20]1[N:25]=[C:24]([C:26]([O:28][CH2:29][CH3:30])=[O:27])[CH:23]=[CH:22][CH:21]=1.C([SiH](CC)CC)C.FC(F)(F)C(O)=O.C(=O)([O-])O.[Na+]. (4) Given the product [N:22]1([C:25]2[C:30]([NH:31][C:3]3[C:4]4[CH:18]=[CH:17][CH:16]=[N:15][C:5]=4[N:6]=[C:7]([C:9]4[CH:14]=[CH:13][CH:12]=[CH:11][N:10]=4)[N:8]=3)=[CH:29][C:28]([N:32]3[CH2:33][CH2:34][O:35][CH2:36][CH2:37]3)=[CH:27][N:26]=2)[CH2:21][CH2:20][O:19][CH2:24][CH2:23]1, predict the reactants needed to synthesize it. The reactants are: CO[C:3]1[C:4]2[CH:18]=[CH:17][CH:16]=[N:15][C:5]=2[N:6]=[C:7]([C:9]2[CH:14]=[CH:13][CH:12]=[CH:11][N:10]=2)[N:8]=1.[O:19]1[CH2:24][CH2:23][N:22]([C:25]2[C:30]([NH2:31])=[CH:29][C:28]([N:32]3[CH2:37][CH2:36][O:35][CH2:34][CH2:33]3)=[CH:27][N:26]=2)[CH2:21][CH2:20]1.[H-].[Na+].O. (5) Given the product [CH2:1]([C:3]1[C:8]([C:9]2[S:10][C:11]([C:14]3[CH:19]=[CH:18][C:17]([O:20][CH:21]([CH3:23])[CH3:22])=[C:16]([C:24]([F:27])([F:26])[F:25])[CH:15]=3)=[N:12][N:13]=2)=[CH:7][CH:6]=[CH:5][C:4]=1[CH2:28][N:29]1[CH2:30][CH:31]([C:33]([OH:35])=[O:34])[CH2:32]1)[CH3:2], predict the reactants needed to synthesize it. The reactants are: [CH2:1]([C:3]1[C:8]([C:9]2[S:10][C:11]([C:14]3[CH:19]=[CH:18][C:17]([O:20][CH:21]([CH3:23])[CH3:22])=[C:16]([C:24]([F:27])([F:26])[F:25])[CH:15]=3)=[N:12][N:13]=2)=[CH:7][CH:6]=[CH:5][C:4]=1[CH2:28][N:29]1[CH2:32][CH:31]([C:33]([O:35]C)=[O:34])[CH2:30]1)[CH3:2].[OH-].[Na+].Cl. (6) Given the product [CH3:45][O:27][N:26]=[C:25]([C:16]1[C:15]([CH2:14][N:7]([CH2:6][C:5]2[CH:34]=[C:35]([C:37]([F:40])([F:38])[F:39])[CH:36]=[C:3]([C:2]([F:41])([F:1])[F:42])[CH:4]=2)[C:8]2[N:9]=[N:10][N:11]([CH3:13])[N:12]=2)=[CH:20][C:19]([C:21]([F:23])([F:24])[F:22])=[CH:18][N:17]=1)[CH:28]1[CH2:33][CH2:32][CH2:31][CH2:30][CH2:29]1, predict the reactants needed to synthesize it. The reactants are: [F:1][C:2]([F:42])([F:41])[C:3]1[CH:4]=[C:5]([CH:34]=[C:35]([C:37]([F:40])([F:39])[F:38])[CH:36]=1)[CH2:6][N:7]([CH2:14][C:15]1[C:16]([C:25]([CH:28]2[CH2:33][CH2:32][CH2:31][CH2:30][CH2:29]2)=[N:26][OH:27])=[N:17][CH:18]=[C:19]([C:21]([F:24])([F:23])[F:22])[CH:20]=1)[C:8]1[N:9]=[N:10][N:11]([CH3:13])[N:12]=1.[H-].[Na+].[CH3:45]I. (7) Given the product [F:1][C:2]1[CH:7]=[CH:6][C:5](/[CH:8]=[CH:9]/[C:10]2[CH:11]=[CH:12][C:13]([S:16]([C:19]3[N:27]=[CH:26][CH:25]=[CH:24][C:20]=3[C:21]([O:23][CH2:28][CH3:29])=[O:22])(=[O:17])=[O:18])=[CH:14][CH:15]=2)=[CH:4][CH:3]=1, predict the reactants needed to synthesize it. The reactants are: [F:1][C:2]1[CH:7]=[CH:6][C:5](/[CH:8]=[CH:9]/[C:10]2[CH:15]=[CH:14][C:13]([S:16]([C:19]3[N:27]=[CH:26][CH:25]=[CH:24][C:20]=3[C:21]([OH:23])=[O:22])(=[O:18])=[O:17])=[CH:12][CH:11]=2)=[CH:4][CH:3]=1.[C:28](Cl)(=O)[C:29](Cl)=O.C1(C)C=CC=CC=1. (8) Given the product [CH:1]1([C:4]([OH:32])([CH3:31])[CH2:5][NH:6][C:7]([C:9]2[C:14]([C:15]([F:18])([F:16])[F:17])=[N:13][C:12]([O:19][CH2:20][CH:21]3[CH2:23][CH2:22]3)=[C:11]([C:52]3[CH:57]=[CH:56][CH:55]=[C:54]([Cl:58])[CH:53]=3)[N:10]=2)=[O:8])[CH2:3][CH2:2]1, predict the reactants needed to synthesize it. The reactants are: [CH:1]1([C:4]([OH:32])([CH3:31])[CH2:5][NH:6][C:7]([C:9]2[C:14]([C:15]([F:18])([F:17])[F:16])=[N:13][C:12]([O:19][CH2:20][CH:21]3[CH2:23][CH2:22]3)=[C:11](C3C=CC(Cl)=CC=3)[N:10]=2)=[O:8])[CH2:3][CH2:2]1.C1(C(O)(C)CNC(C2C(C(F)(F)F)=NC(Br)=C([C:52]3[CH:57]=[CH:56][CH:55]=[C:54]([Cl:58])[CH:53]=3)N=2)=O)CC1. (9) The reactants are: Cl[C:2]1[C:11]2[C:6](=[CH:7][C:8]([O:14][CH3:15])=[C:9]([O:12][CH3:13])[CH:10]=2)[N:5]=[CH:4][CH:3]=1.[C:16]([NH:25][C:26]1[CH:31]=[CH:30][CH:29]=[CH:28][CH:27]=1)(=[O:24])[C:17]1[C:18](=[CH:20][CH:21]=[CH:22][CH:23]=1)[OH:19]. Given the product [C:26]1([NH:25][C:16](=[O:24])[C:17]2[CH:23]=[CH:22][CH:21]=[CH:20][C:18]=2[O:19][C:2]2[C:11]3[C:6](=[CH:7][C:8]([O:14][CH3:15])=[C:9]([O:12][CH3:13])[CH:10]=3)[N:5]=[CH:4][CH:3]=2)[CH:27]=[CH:28][CH:29]=[CH:30][CH:31]=1, predict the reactants needed to synthesize it.